From a dataset of Full USPTO retrosynthesis dataset with 1.9M reactions from patents (1976-2016). Predict the reactants needed to synthesize the given product. Given the product [CH3:25][C:19]1([C:17]2([C:5]3[S:4][CH:3]=[N:7][CH:6]=3)[CH2:16][O:18]2)[CH2:24][CH2:23][CH2:22][CH2:21][CH2:20]1, predict the reactants needed to synthesize it. The reactants are: C[Si](C)(C)[C:3]1[S:4][CH:5]=[CH:6][N:7]=1.C([Li])CCC.Cl[CH2:16][C:17]([C:19]1([CH3:25])[CH2:24][CH2:23][CH2:22][CH2:21][CH2:20]1)=[O:18].[Cl-].[NH4+].